From a dataset of Forward reaction prediction with 1.9M reactions from USPTO patents (1976-2016). Predict the product of the given reaction. Given the reactants N[C:2]1[CH:11]=[CH:10][C:5]([C:6]([O:8][CH3:9])=[O:7])=[C:4]([O:12][CH3:13])[CH:3]=1.S(=O)(=O)(O)[OH:15].N([O-])=O.[Na+], predict the reaction product. The product is: [OH:15][C:2]1[CH:11]=[CH:10][C:5]([C:6]([O:8][CH3:9])=[O:7])=[C:4]([O:12][CH3:13])[CH:3]=1.